From a dataset of Catalyst prediction with 721,799 reactions and 888 catalyst types from USPTO. Predict which catalyst facilitates the given reaction. (1) Reactant: C([N:5]1[CH:13](O)[C:12]2[C:7](=[CH:8][CH:9]=[C:10]([Cl:15])[CH:11]=2)[C:6]1=[O:16])(C)(C)C.[NH2:17]N. The catalyst class is: 15. Product: [Cl:15][C:10]1[CH:11]=[C:12]2[C:7](=[CH:8][CH:9]=1)[C:6]([OH:16])=[N:17][N:5]=[CH:13]2. (2) Reactant: CC(OI1(OC(C)=O)(OC(C)=O)OC(=O)C2C=CC=CC1=2)=O.[OH:23][C@H:24]([C:35](=[O:84])[NH:36][C:37]1[CH:38]=[N:39][N:40]([CH2:62][CH2:63][O:64][C:65]([C:78]2[CH:83]=[CH:82][CH:81]=[CH:80][CH:79]=2)([C:72]2[CH:77]=[CH:76][CH:75]=[CH:74][CH:73]=2)[C:66]2[CH:71]=[CH:70][CH:69]=[CH:68][CH:67]=2)[C:41]=1[NH:42][C:43]([C:56]1[CH:61]=[CH:60][CH:59]=[CH:58][CH:57]=1)([C:50]1[CH:55]=[CH:54][CH:53]=[CH:52][CH:51]=1)[C:44]1[CH:49]=[CH:48][CH:47]=[CH:46][CH:45]=1)[CH2:25][CH2:26][NH:27][C:28](=[O:34])[O:29][C:30]([CH3:33])([CH3:32])[CH3:31].[OH-].[Na+]. Product: [O:23]=[C:24]([C:35](=[O:84])[NH:36][C:37]1[CH:38]=[N:39][N:40]([CH2:62][CH2:63][O:64][C:65]([C:66]2[CH:71]=[CH:70][CH:69]=[CH:68][CH:67]=2)([C:78]2[CH:79]=[CH:80][CH:81]=[CH:82][CH:83]=2)[C:72]2[CH:73]=[CH:74][CH:75]=[CH:76][CH:77]=2)[C:41]=1[NH:42][C:43]([C:44]1[CH:45]=[CH:46][CH:47]=[CH:48][CH:49]=1)([C:50]1[CH:55]=[CH:54][CH:53]=[CH:52][CH:51]=1)[C:56]1[CH:61]=[CH:60][CH:59]=[CH:58][CH:57]=1)[CH2:25][CH2:26][NH:27][C:28](=[O:34])[O:29][C:30]([CH3:33])([CH3:31])[CH3:32]. The catalyst class is: 2. (3) Reactant: [NH2:1][C:2](=[O:23])[C@@:3]([NH:15]C(=O)OC(C)(C)C)([C:5]1[CH:10]=[CH:9][CH:8]=[C:7]([C:11]([F:14])([F:13])[F:12])[CH:6]=1)[CH3:4].[ClH:24]. Product: [ClH:24].[NH2:15][C@:3]([C:5]1[CH:10]=[CH:9][CH:8]=[C:7]([C:11]([F:12])([F:13])[F:14])[CH:6]=1)([CH3:4])[C:2]([NH2:1])=[O:23]. The catalyst class is: 269. (4) Reactant: Br[C:2]1[CH:11]=[CH:10][CH:9]=[C:8]2[C:3]=1[C:4](=[O:28])[N:5]([C:22]1[CH:27]=[CH:26][CH:25]=[CH:24][CH:23]=1)[C:6]([C@@H:12]([NH:14][C:15](=[O:21])[O:16][C:17]([CH3:20])([CH3:19])[CH3:18])[CH3:13])=[N:7]2.[CH3:29][N:30]1C(=O)CCC1. Product: [C:29]([C:2]1[CH:11]=[CH:10][CH:9]=[C:8]2[C:3]=1[C:4](=[O:28])[N:5]([C:22]1[CH:27]=[CH:26][CH:25]=[CH:24][CH:23]=1)[C:6]([C@@H:12]([NH:14][C:15](=[O:21])[O:16][C:17]([CH3:20])([CH3:19])[CH3:18])[CH3:13])=[N:7]2)#[N:30]. The catalyst class is: 507. (5) Reactant: [CH2:1]([O:3][C:4]([C:6]1[O:7][C:8]2[C:14]([CH:15]([C:17]3[N:18]=[C:19]([Si](C(C)(C)C)(C)C)[N:20](S(=O)(=O)N(C)C)[CH:21]=3)O)=[CH:13][C:12]([CH3:35])=[CH:11][C:9]=2[CH:10]=1)=[O:5])[CH3:2]. Product: [CH2:1]([O:3][C:4]([C:6]1[O:7][C:8]2[C:14]([CH2:15][C:17]3[N:18]=[CH:19][NH:20][CH:21]=3)=[CH:13][C:12]([CH3:35])=[CH:11][C:9]=2[CH:10]=1)=[O:5])[CH3:2]. The catalyst class is: 50. (6) Reactant: [F:1][C:2]([F:17])([F:16])[O:3][C:4]1[CH:15]=[CH:14][C:7]([CH2:8][CH:9]([C:12]#[N:13])[C:10]#[N:11])=[CH:6][CH:5]=1.[H-].[Na+].I[CH2:21][CH2:22][C:23]([F:29])([F:28])[C:24]([F:27])([F:26])[F:25]. Product: [F:28][C:23]([F:29])([C:24]([F:27])([F:26])[F:25])[CH2:22][CH2:21][C:9]([CH2:8][C:7]1[CH:6]=[CH:5][C:4]([O:3][C:2]([F:16])([F:17])[F:1])=[CH:15][CH:14]=1)([C:12]#[N:13])[C:10]#[N:11]. The catalyst class is: 9.